Dataset: Full USPTO retrosynthesis dataset with 1.9M reactions from patents (1976-2016). Task: Predict the reactants needed to synthesize the given product. (1) Given the product [CH3:17][O:16][CH:15]([O:18][CH3:19])[C@H:13]1[O:12][CH:11]([OH:20])[CH2:10][C@H:9]([OH:8])[CH2:14]1, predict the reactants needed to synthesize it. The reactants are: [Si]([O:8][C@@H:9]1[CH2:14][C@@H:13]([CH:15]([O:18][CH3:19])[O:16][CH3:17])[O:12][CH:11]([OH:20])[CH2:10]1)(C(C)(C)C)(C)C.[F-].C([N+](CCCC)(CCCC)CCCC)CCC. (2) Given the product [OH:7][C:8]([CH3:40])([CH3:41])[CH2:9][C@@:10]1([C:34]2[CH:39]=[CH:38][CH:37]=[CH:36][CH:35]=2)[O:15][C:14](=[O:16])[N:13]([C@H:17]([C:19]2[CH:20]=[CH:21][C:22]([C:49]3[CH:50]=[CH:51][C:46]([C:44]([OH:43])=[O:45])=[N:47][CH:48]=3)=[CH:23][CH:24]=2)[CH3:18])[CH2:12][CH2:11]1, predict the reactants needed to synthesize it. The reactants are: C([O-])([O-])=O.[Na+].[Na+].[OH:7][C:8]([CH3:41])([CH3:40])[CH2:9][C@@:10]1([C:34]2[CH:39]=[CH:38][CH:37]=[CH:36][CH:35]=2)[O:15][C:14](=[O:16])[N:13]([C@H:17]([C:19]2[CH:24]=[CH:23][C:22](B3OC(C)(C)C(C)(C)O3)=[CH:21][CH:20]=2)[CH3:18])[CH2:12][CH2:11]1.C[O:43][C:44]([C:46]1[CH:51]=[CH:50][C:49](Br)=[CH:48][N:47]=1)=[O:45]. (3) Given the product [N:12]1[CH:13]=[CH:14][CH:15]=[C:10]([C:5]2([C:8]#[N:9])[CH2:4][CH2:3][C:2]3([O:18][CH2:17][CH2:16][O:1]3)[CH2:7][CH2:6]2)[CH:11]=1, predict the reactants needed to synthesize it. The reactants are: [O:1]=[C:2]1[CH2:7][CH2:6][C:5]([C:10]2[CH:11]=[N:12][CH:13]=[CH:14][CH:15]=2)([C:8]#[N:9])[CH2:4][CH2:3]1.[CH2:16](O)[CH2:17][OH:18].CC1C=CC(S(O)(=O)=O)=CC=1.O.